Dataset: Forward reaction prediction with 1.9M reactions from USPTO patents (1976-2016). Task: Predict the product of the given reaction. (1) Given the reactants [N:1]([C:4]1[CH:5]=[C:6]([S:15]([NH2:18])(=[O:17])=[O:16])[CH:7]=[CH:8][C:9]=1[O:10][C:11]([F:14])([F:13])[F:12])=[C:2]=[S:3].COC1C=CC=CC=1NC([NH:30][C:31]1[C:39]2[N:38]=[CH:37][N:36]([CH3:40])[C:35]=2[CH:34]=[CH:33][CH:32]=1)=S, predict the reaction product. The product is: [CH3:40][N:36]1[C:35]2[CH:34]=[CH:33][CH:32]=[C:31]([NH:30][C:2](=[S:3])[NH:1][C:4]3[CH:5]=[C:6]([S:15]([NH2:18])(=[O:17])=[O:16])[CH:7]=[CH:8][C:9]=3[O:10][C:11]([F:12])([F:14])[F:13])[C:39]=2[N:38]=[CH:37]1. (2) Given the reactants C([N:8]1[CH2:17][CH2:16][C:15]2[C:14]([NH:18][C:19]3[CH:24]=[CH:23][C:22]([O:25][CH:26]([F:28])[F:27])=[CH:21][CH:20]=3)=[N:13][CH:12]=[N:11][C:10]=2[CH2:9]1)C1C=CC=CC=1.C([O-])=O.[NH4+], predict the reaction product. The product is: [F:28][CH:26]([F:27])[O:25][C:22]1[CH:23]=[CH:24][C:19]([NH:18][C:14]2[C:15]3[CH2:16][CH2:17][NH:8][CH2:9][C:10]=3[N:11]=[CH:12][N:13]=2)=[CH:20][CH:21]=1. (3) Given the reactants Br[C:2]1[CH:3]=[C:4]2[N:10]([CH:11]=1)[CH2:9][C:8]1[CH:12]=[C:13]([CH3:16])[CH:14]=[CH:15][C:7]=1[N:6]=[C:5]2[N:17]1[CH2:22][CH2:21][N:20]([CH2:23][C:24]([CH3:30])([CH3:29])[C:25]([O:27][CH3:28])=[O:26])[CH2:19][CH2:18]1.N1C=CC=[CH:33][CH:32]=1.C(B1OB(C=C)OB(C=C)O1)=C.P([O-])([O-])([O-])=O.[K+].[K+].[K+], predict the reaction product. The product is: [CH2:32]([C:2]1[CH:3]=[C:4]2[N:10]([CH:11]=1)[CH2:9][C:8]1[CH:12]=[C:13]([CH3:16])[CH:14]=[CH:15][C:7]=1[N:6]=[C:5]2[N:17]1[CH2:18][CH2:19][N:20]([CH2:23][C:24]([CH3:30])([CH3:29])[C:25]([O:27][CH3:28])=[O:26])[CH2:21][CH2:22]1)[CH3:33].